From a dataset of Catalyst prediction with 721,799 reactions and 888 catalyst types from USPTO. Predict which catalyst facilitates the given reaction. (1) Reactant: [OH:1][C@@H:2]([C:13]([CH3:16])([CH3:15])[CH3:14])[C:3]([NH:5][C@@H:6]([CH2:10][CH2:11][CH3:12])[C:7]([OH:9])=O)=[O:4].[NH2:17][C:18]1[S:19][C:20]([CH:23]=[O:24])=[CH:21][N:22]=1.C1C=CC2N(O)N=NC=2C=1.CCN=C=NCCCN(C)C.Cl.C(N(CC)CC)C. Product: [CH:23]([C:20]1[S:19][C:18]([NH:17][C:7](=[O:9])[CH:6]([NH:5][C:3](=[O:4])[CH:2]([OH:1])[C:13]([CH3:16])([CH3:15])[CH3:14])[CH2:10][CH2:11][CH3:12])=[N:22][CH:21]=1)=[O:24]. The catalyst class is: 2. (2) Reactant: [OH:1][CH2:2][CH2:3][NH:4][S:5]([C:8]1[CH:13]=[CH:12][C:11]([C:14]2[C:15]3[C:16]4[CH:29]=[CH:28][S:27][C:17]=4[C:18](=[O:26])[NH:19][C:20]=3[CH:21]=[CH:22][C:23]=2[O:24]C)=[CH:10][CH:9]=1)(=[O:7])=[O:6].C(N(CC)CC)C.[CH3:37][S:38](Cl)(=[O:40])=[O:39]. Product: [CH3:37][S:38]([O:1][CH2:2][CH2:3][NH:4][S:5]([C:8]1[CH:13]=[CH:12][C:11]([C:14]2[C:15]3[C:16]4[CH:29]=[CH:28][S:27][C:17]=4[C:18](=[O:26])[NH:19][C:20]=3[CH:21]=[CH:22][C:23]=2[OH:24])=[CH:10][CH:9]=1)(=[O:6])=[O:7])(=[O:40])=[O:39]. The catalyst class is: 1.